From a dataset of NCI-60 drug combinations with 297,098 pairs across 59 cell lines. Regression. Given two drug SMILES strings and cell line genomic features, predict the synergy score measuring deviation from expected non-interaction effect. (1) Drug 2: CCC1=C2CN3C(=CC4=C(C3=O)COC(=O)C4(CC)O)C2=NC5=C1C=C(C=C5)O. Synergy scores: CSS=15.1, Synergy_ZIP=-7.82, Synergy_Bliss=-6.75, Synergy_Loewe=-5.77, Synergy_HSA=-4.45. Cell line: HS 578T. Drug 1: C1CCC(CC1)NC(=O)N(CCCl)N=O. (2) Synergy scores: CSS=27.4, Synergy_ZIP=-0.122, Synergy_Bliss=1.58, Synergy_Loewe=-2.02, Synergy_HSA=-0.290. Drug 2: C1=NC2=C(N1)C(=S)N=CN2. Cell line: CAKI-1. Drug 1: CCC1(CC2CC(C3=C(CCN(C2)C1)C4=CC=CC=C4N3)(C5=C(C=C6C(=C5)C78CCN9C7C(C=CC9)(C(C(C8N6C)(C(=O)OC)O)OC(=O)C)CC)OC)C(=O)OC)O.OS(=O)(=O)O. (3) Drug 1: C1CCN(CC1)CCOC2=CC=C(C=C2)C(=O)C3=C(SC4=C3C=CC(=C4)O)C5=CC=C(C=C5)O. Drug 2: CCC1=C2CN3C(=CC4=C(C3=O)COC(=O)C4(CC)O)C2=NC5=C1C=C(C=C5)O. Cell line: TK-10. Synergy scores: CSS=7.28, Synergy_ZIP=-4.76, Synergy_Bliss=0.656, Synergy_Loewe=-21.9, Synergy_HSA=-4.15. (4) Drug 1: C1=CC(=CC=C1CC(C(=O)O)N)N(CCCl)CCCl.Cl. Drug 2: CC1=C(C(=O)C2=C(C1=O)N3CC4C(C3(C2COC(=O)N)OC)N4)N. Cell line: SF-539. Synergy scores: CSS=23.8, Synergy_ZIP=-14.4, Synergy_Bliss=-10.2, Synergy_Loewe=-40.0, Synergy_HSA=-9.48. (5) Drug 1: C1CCC(C1)C(CC#N)N2C=C(C=N2)C3=C4C=CNC4=NC=N3. Drug 2: C1=C(C(=O)NC(=O)N1)F. Cell line: HL-60(TB). Synergy scores: CSS=51.7, Synergy_ZIP=-0.650, Synergy_Bliss=-11.5, Synergy_Loewe=-21.0, Synergy_HSA=-17.4. (6) Drug 1: C(=O)(N)NO. Drug 2: C1CC(=O)NC(=O)C1N2C(=O)C3=CC=CC=C3C2=O. Cell line: IGROV1. Synergy scores: CSS=-0.717, Synergy_ZIP=0.426, Synergy_Bliss=1.29, Synergy_Loewe=-0.175, Synergy_HSA=-0.0469. (7) Drug 1: CC12CCC3C(C1CCC2=O)CC(=C)C4=CC(=O)C=CC34C. Cell line: IGROV1. Synergy scores: CSS=31.1, Synergy_ZIP=-0.561, Synergy_Bliss=2.70, Synergy_Loewe=-1.52, Synergy_HSA=3.24. Drug 2: N.N.Cl[Pt+2]Cl.